Dataset: Forward reaction prediction with 1.9M reactions from USPTO patents (1976-2016). Task: Predict the product of the given reaction. (1) Given the reactants Br[C:2]1[CH:3]=[C:4]([NH:8][CH2:9][C:10]2[CH:11]=[N:12][CH:13]=[CH:14][CH:15]=2)[CH:5]=[CH:6][CH:7]=1.[C:16]1([C:22]2[CH:27]=[CH:26][CH:25]=[CH:24][C:23]=2[OH:28])[CH:21]=[CH:20][CH:19]=[CH:18][CH:17]=1, predict the reaction product. The product is: [C:16]1([C:22]2[CH:27]=[CH:26][CH:25]=[CH:24][C:23]=2[O:28][C:2]2[CH:3]=[C:4]([NH:8][CH2:9][C:10]3[CH:11]=[N:12][CH:13]=[CH:14][CH:15]=3)[CH:5]=[CH:6][CH:7]=2)[CH:17]=[CH:18][CH:19]=[CH:20][CH:21]=1. (2) Given the reactants [Cl-].[Cl-].[Cl-].[Al+3].[CH3:5][C:6]1[CH:11]=[CH:10][C:9]([C:12]2[CH:17]=[CH:16][CH:15]=[CH:14][CH:13]=2)=[CH:8][CH:7]=1.C[CH:19]([CH2:23][CH2:24][CH2:25][C:26](Cl)=[O:27])[C:20](Cl)=[O:21].[OH2:29].[CH2:30](Cl)Cl, predict the reaction product. The product is: [CH3:30][O:29][C:26](=[O:27])[CH2:25][CH2:24][CH2:23][CH2:19][C:20](=[O:21])[C:15]1[CH:14]=[CH:13][C:12]([C:9]2[CH:10]=[CH:11][C:6]([CH3:5])=[CH:7][CH:8]=2)=[CH:17][CH:16]=1. (3) Given the reactants FC(F)(F)S(O[C:7]1[C:16]([CH3:17])=[CH:15][C:14]2[C:9](=[CH:10][CH:11]=[CH:12][CH:13]=2)[C:8]=1[Cl:18])(=O)=O.[CH2:21]([Sn](CCCC)(CCCC)C=C)[CH2:22]CC.[Cl-].[Li+], predict the reaction product. The product is: [Cl:18][C:8]1[C:9]2[C:14](=[CH:13][CH:12]=[CH:11][CH:10]=2)[CH:15]=[C:16]([CH3:17])[C:7]=1[CH:21]=[CH2:22]. (4) The product is: [CH2:7]([O:14][C:15]([N:17]1[CH2:21][C@H:20]([O:22][CH2:23][C:24]2[CH:29]=[CH:28][C:27]([O:30][CH3:31])=[CH:26][CH:25]=2)[CH2:19][C@H:18]1[CH:32]=[CH2:1])=[O:16])[C:8]1[CH:13]=[CH:12][CH:11]=[CH:10][CH:9]=1. Given the reactants [CH3:1]C(C)([O-])C.[K+].[CH2:7]([O:14][C:15]([N:17]1[CH2:21][C@H:20]([O:22][CH2:23][C:24]2[CH:29]=[CH:28][C:27]([O:30][CH3:31])=[CH:26][CH:25]=2)[CH2:19][C@H:18]1[CH:32]=O)=[O:16])[C:8]1[CH:13]=[CH:12][CH:11]=[CH:10][CH:9]=1.[Cl-].[NH4+], predict the reaction product. (5) Given the reactants [Br:1][C:2]1[C:10]2[C:5](=[CH:6][CH:7]=[C:8]([NH2:11])[CH:9]=2)[NH:4][N:3]=1.[CH2:12]=[C:13]1[O:17][C:15](=[O:16])[CH2:14]1, predict the reaction product. The product is: [Br:1][C:2]1[C:10]2[C:5](=[CH:6][CH:7]=[C:8]([NH:11][C:15](=[O:16])[CH2:14][C:13](=[O:17])[CH3:12])[CH:9]=2)[NH:4][N:3]=1.